The task is: Predict the reactants needed to synthesize the given product.. This data is from Full USPTO retrosynthesis dataset with 1.9M reactions from patents (1976-2016). Given the product [O:32]1[CH2:33][CH2:34][CH:29]([O:28][C:25]2[CH:26]=[CH:27][C:22]([C:20]3[CH:19]=[C:18]4[C:13]([CH:14]=[CH:15][CH:16]=[N:17]4)=[C:12]([O:1][CH2:2][C@H:3]4[CH2:7][NH:6][C:5](=[O:8])[CH2:4]4)[N:21]=3)=[CH:23][C:24]=2[C:35]([F:38])([F:37])[F:36])[CH2:30][CH2:31]1, predict the reactants needed to synthesize it. The reactants are: [OH:1][CH2:2][C@H:3]1[CH2:7][NH:6][C:5](=[O:8])[CH2:4]1.[H-].[Na+].Cl[C:12]1[N:21]=[C:20]([C:22]2[CH:27]=[CH:26][C:25]([O:28][CH:29]3[CH2:34][CH2:33][O:32][CH2:31][CH2:30]3)=[C:24]([C:35]([F:38])([F:37])[F:36])[CH:23]=2)[CH:19]=[C:18]2[C:13]=1[CH:14]=[CH:15][CH:16]=[N:17]2.